From a dataset of NCI-60 drug combinations with 297,098 pairs across 59 cell lines. Regression. Given two drug SMILES strings and cell line genomic features, predict the synergy score measuring deviation from expected non-interaction effect. (1) Drug 1: C1=C(C(=O)NC(=O)N1)N(CCCl)CCCl. Drug 2: C1CN(CCN1C(=O)CCBr)C(=O)CCBr. Cell line: OVCAR3. Synergy scores: CSS=38.1, Synergy_ZIP=-0.0426, Synergy_Bliss=6.29, Synergy_Loewe=3.69, Synergy_HSA=5.22. (2) Drug 1: CC1C(C(=O)NC(C(=O)N2CCCC2C(=O)N(CC(=O)N(C(C(=O)O1)C(C)C)C)C)C(C)C)NC(=O)C3=C4C(=C(C=C3)C)OC5=C(C(=O)C(=C(C5=N4)C(=O)NC6C(OC(=O)C(N(C(=O)CN(C(=O)C7CCCN7C(=O)C(NC6=O)C(C)C)C)C)C(C)C)C)N)C. Drug 2: C1=CC=C(C=C1)NC(=O)CCCCCCC(=O)NO. Cell line: A549. Synergy scores: CSS=-2.17, Synergy_ZIP=0.000762, Synergy_Bliss=-0.506, Synergy_Loewe=-5.62, Synergy_HSA=-5.52. (3) Drug 1: COC1=NC(=NC2=C1N=CN2C3C(C(C(O3)CO)O)O)N. Drug 2: COCCOC1=C(C=C2C(=C1)C(=NC=N2)NC3=CC=CC(=C3)C#C)OCCOC.Cl. Cell line: OVCAR3. Synergy scores: CSS=-7.22, Synergy_ZIP=10.1, Synergy_Bliss=8.20, Synergy_Loewe=-15.7, Synergy_HSA=-8.17. (4) Drug 1: CCC1(CC2CC(C3=C(CCN(C2)C1)C4=CC=CC=C4N3)(C5=C(C=C6C(=C5)C78CCN9C7C(C=CC9)(C(C(C8N6C)(C(=O)OC)O)OC(=O)C)CC)OC)C(=O)OC)O.OS(=O)(=O)O. Drug 2: CCN(CC)CCCC(C)NC1=C2C=C(C=CC2=NC3=C1C=CC(=C3)Cl)OC. Cell line: SF-268. Synergy scores: CSS=7.20, Synergy_ZIP=-1.85, Synergy_Bliss=0.595, Synergy_Loewe=0.444, Synergy_HSA=-0.821. (5) Drug 1: C(CC(=O)O)C(=O)CN.Cl. Drug 2: CC1C(C(CC(O1)OC2CC(CC3=C2C(=C4C(=C3O)C(=O)C5=CC=CC=C5C4=O)O)(C(=O)C)O)N)O. Cell line: HOP-62. Synergy scores: CSS=35.6, Synergy_ZIP=-2.93, Synergy_Bliss=-8.67, Synergy_Loewe=-34.7, Synergy_HSA=-6.15. (6) Drug 1: CC1CCC2CC(C(=CC=CC=CC(CC(C(=O)C(C(C(=CC(C(=O)CC(OC(=O)C3CCCCN3C(=O)C(=O)C1(O2)O)C(C)CC4CCC(C(C4)OC)O)C)C)O)OC)C)C)C)OC. Drug 2: CCC1(CC2CC(C3=C(CCN(C2)C1)C4=CC=CC=C4N3)(C5=C(C=C6C(=C5)C78CCN9C7C(C=CC9)(C(C(C8N6C)(C(=O)OC)O)OC(=O)C)CC)OC)C(=O)OC)O.OS(=O)(=O)O. Cell line: NCI-H522. Synergy scores: CSS=13.5, Synergy_ZIP=0.277, Synergy_Bliss=4.14, Synergy_Loewe=5.75, Synergy_HSA=5.80. (7) Drug 1: C1CC(=O)NC(=O)C1N2CC3=C(C2=O)C=CC=C3N. Drug 2: CCN(CC)CCCC(C)NC1=C2C=C(C=CC2=NC3=C1C=CC(=C3)Cl)OC. Cell line: BT-549. Synergy scores: CSS=30.5, Synergy_ZIP=0.884, Synergy_Bliss=10.4, Synergy_Loewe=12.2, Synergy_HSA=12.3. (8) Drug 1: CC1=CC=C(C=C1)C2=CC(=NN2C3=CC=C(C=C3)S(=O)(=O)N)C(F)(F)F. Drug 2: C1=NC(=NC(=O)N1C2C(C(C(O2)CO)O)O)N. Cell line: SK-MEL-5. Synergy scores: CSS=4.57, Synergy_ZIP=0.364, Synergy_Bliss=4.42, Synergy_Loewe=-9.41, Synergy_HSA=0.329. (9) Drug 1: CC1CCC2CC(C(=CC=CC=CC(CC(C(=O)C(C(C(=CC(C(=O)CC(OC(=O)C3CCCCN3C(=O)C(=O)C1(O2)O)C(C)CC4CCC(C(C4)OC)OCCO)C)C)O)OC)C)C)C)OC. Drug 2: CC(C)CN1C=NC2=C1C3=CC=CC=C3N=C2N. Cell line: A498. Synergy scores: CSS=11.3, Synergy_ZIP=-5.09, Synergy_Bliss=-3.69, Synergy_Loewe=-7.96, Synergy_HSA=-3.59.